Dataset: Reaction yield outcomes from USPTO patents with 853,638 reactions. Task: Predict the reaction yield, written as a fraction of the theoretical maximum amount of product (1.0 means a 100% yield; for example, 0.34 means a 34% yield). (1) The yield is 0.149. The catalyst is CN(C=O)C.C(OCC)(=O)C.O. The reactants are [CH2:1]([O:3][C:4]1[NH:12][C:11]2[C:10](=[O:13])[N:9]([CH2:14][CH2:15][CH2:16][OH:17])[C:8](=[O:18])[N:7]([CH2:19][CH3:20])[C:6]=2[N:5]=1)[CH3:2].Br[CH2:22][C:23]1[CH:28]=[CH:27][C:26]([Cl:29])=[CH:25][CH:24]=1.C(=O)([O-])[O-].[K+].[K+]. The product is [Cl:29][C:26]1[CH:27]=[CH:28][C:23]([CH2:22][N:12]2[C:11]3[C:10](=[O:13])[N:9]([CH2:14][CH2:15][CH2:16][OH:17])[C:8](=[O:18])[N:7]([CH2:19][CH3:20])[C:6]=3[N:5]=[C:4]2[O:3][CH2:1][CH3:2])=[CH:24][CH:25]=1. (2) The reactants are C([Sn](CCCC)(CCCC)[C:6]1[N:10]([C:11]2[CH:18]=[CH:17][C:14]([C:15]#[N:16])=[CH:13][CH:12]=2)[N:9]=[N:8][CH:7]=1)CCC.Br[C:28]1[N:33]=[C:32]([C:34]([NH:36][CH3:37])=[O:35])[C:31](=[O:38])[N:30]([C:39]2[CH:44]=[CH:43][CH:42]=[C:41]([C:45]([F:48])([F:47])[F:46])[CH:40]=2)[C:29]=1[CH3:49]. The catalyst is COCCOC. The product is [C:15]([C:14]1[CH:13]=[CH:12][C:11]([N:10]2[C:6]([C:28]3[N:33]=[C:32]([C:34]([NH:36][CH3:37])=[O:35])[C:31](=[O:38])[N:30]([C:39]4[CH:44]=[CH:43][CH:42]=[C:41]([C:45]([F:46])([F:47])[F:48])[CH:40]=4)[C:29]=3[CH3:49])=[CH:7][N:8]=[N:9]2)=[CH:18][CH:17]=1)#[N:16]. The yield is 0.410. (3) The reactants are Cl[C:2](Cl)([O:4]C(=O)OC(Cl)(Cl)Cl)Cl.[NH2:13][C:14]1[C:19]2[NH:20][C:21]([C:27]3[CH:32]=[CH:31][CH:30]=[CH:29][N:28]=3)([C:24]([NH2:26])=[O:25])[CH2:22][O:23][C:18]=2[CH:17]=[CH:16][CH:15]=1.C(N(CC)C(C)C)(C)C. The product is [O:4]=[C:2]1[N:20]2[C:21]([C:27]3[CH:32]=[CH:31][CH:30]=[CH:29][N:28]=3)([C:24]([NH2:26])=[O:25])[CH2:22][O:23][C:18]3=[C:19]2[C:14](=[CH:15][CH:16]=[CH:17]3)[NH:13]1. The catalyst is O1CCCC1. The yield is 0.800. (4) The reactants are ClC(Cl)(O[C:5](=[O:11])OC(Cl)(Cl)Cl)Cl.[NH2:13][C:14]1[S:15][C:16]([CH3:24])=[C:17]([CH3:23])[C:18]=1[C:19](=[O:22])[CH2:20][CH3:21].CC[N:27](C(C)C)C(C)C.N. The catalyst is ClCCl. The product is [CH3:23][C:17]1[C:18]([C:19](=[O:22])[CH2:20][CH3:21])=[C:14]([NH:13][C:5]([NH2:27])=[O:11])[S:15][C:16]=1[CH3:24]. The yield is 0.300. (5) The reactants are [NH2:1][C:2]1[CH:7]=[C:6]([N+:8]([O-:10])=[O:9])[CH:5]=[CH:4][C:3]=1[OH:11].N1C=CC=CC=1.[C:18](Cl)(=[O:22])[CH2:19][CH2:20][CH3:21]. The catalyst is ClCCl. The product is [OH:11][C:3]1[CH:4]=[CH:5][C:6]([N+:8]([O-:10])=[O:9])=[CH:7][C:2]=1[NH:1][C:18](=[O:22])[CH2:19][CH2:20][CH3:21]. The yield is 0.340. (6) The reactants are CSC.B.[Br:5][C:6]1[CH:7]=[CH:8][C:9]2[NH:14][C:13](=O)[CH:12]([CH3:16])[O:11][C:10]=2[CH:17]=1. The catalyst is C1COCC1. The product is [Br:5][C:6]1[CH:7]=[CH:8][C:9]2[NH:14][CH2:13][CH:12]([CH3:16])[O:11][C:10]=2[CH:17]=1. The yield is 0.980. (7) The reactants are [CH2:1]([O:8][C:9]([NH:11][C@@H:12]([CH2:16][C:17]1[CH:22]=[CH:21][C:20]([C:23]2[N:28]=[CH:27][C:26]([C:29]3[CH:34]=[CH:33][C:32]([O:35][CH2:36][CH2:37][CH2:38][CH2:39][CH2:40][CH2:41][CH3:42])=[CH:31][CH:30]=3)=[CH:25][N:24]=2)=[CH:19][CH:18]=1)[C:13](O)=[O:14])=[O:10])[C:2]1[CH:7]=[CH:6][CH:5]=[CH:4][CH:3]=1.Cl.[NH:44]1[CH2:48][CH2:47][C@H:46]([C:49]([O:51][CH3:52])=[O:50])[CH2:45]1.CCN(C(C)C)C(C)C.CN(C(ON1N=NC2C=CC=NC1=2)=[N+](C)C)C.F[P-](F)(F)(F)(F)F. The catalyst is CN(C=O)C. The product is [CH2:1]([O:8][C:9]([NH:11][C@@H:12]([CH2:16][C:17]1[CH:22]=[CH:21][C:20]([C:23]2[N:24]=[CH:25][C:26]([C:29]3[CH:30]=[CH:31][C:32]([O:35][CH2:36][CH2:37][CH2:38][CH2:39][CH2:40][CH2:41][CH3:42])=[CH:33][CH:34]=3)=[CH:27][N:28]=2)=[CH:19][CH:18]=1)[C:13]([N:44]1[CH2:48][CH2:47][C@H:46]([C:49]([O:51][CH3:52])=[O:50])[CH2:45]1)=[O:14])=[O:10])[C:2]1[CH:3]=[CH:4][CH:5]=[CH:6][CH:7]=1. The yield is 0.520. (8) The reactants are FC(F)(F)S(O[C:7]1[CH:11]=[C:10]([C:12]2[CH:17]=[CH:16][C:15]([Cl:18])=[CH:14][CH:13]=2)[N:9]([C:19]2[CH:24]=[CH:23][CH:22]=[CH:21][C:20]=2[O:25][CH3:26])[N:8]=1)(=O)=O.C([O-])(=O)C.[K+].[B:34]1([B:34]2[O:38][C:37]([CH3:40])([CH3:39])[C:36]([CH3:42])([CH3:41])[O:35]2)[O:38][C:37]([CH3:40])([CH3:39])[C:36]([CH3:42])([CH3:41])[O:35]1.O1CCOCC1. The catalyst is CCOC(C)=O.C1C=CC(P(C2C=CC=CC=2)[C-]2C=CC=C2)=CC=1.C1C=CC(P(C2C=CC=CC=2)[C-]2C=CC=C2)=CC=1.Cl[Pd]Cl.[Fe+2]. The product is [Cl:18][C:15]1[CH:16]=[CH:17][C:12]([C:10]2[N:9]([C:19]3[CH:24]=[CH:23][CH:22]=[CH:21][C:20]=3[O:25][CH3:26])[N:8]=[C:7]([B:34]3[O:38][C:37]([CH3:40])([CH3:39])[C:36]([CH3:42])([CH3:41])[O:35]3)[CH:11]=2)=[CH:13][CH:14]=1. The yield is 0.900.